The task is: Predict the reaction yield, written as a fraction of the theoretical maximum amount of product (1.0 means a 100% yield; for example, 0.34 means a 34% yield).. This data is from Reaction yield outcomes from USPTO patents with 853,638 reactions. (1) The yield is 0.810. The reactants are I[C:2]1[CH:7]=[CH:6][CH:5]=[CH:4][CH:3]=1.C(=O)([O-])[O-].[Cs+].[Cs+].[F:14][C:15]1[CH:21]=[CH:20][CH:19]=[CH:18][C:16]=1[NH2:17]. The product is [F:14][C:15]1[CH:21]=[CH:20][CH:19]=[CH:18][C:16]=1[NH:17][C:2]1[CH:7]=[CH:6][CH:5]=[CH:4][CH:3]=1. The catalyst is C1(C)C=CC=CC=1.O.CCOCC.C([O-])(=O)C.[Pd+2].C([O-])(=O)C.C1(P(C2C=CC=CC=2)C2C=CC3C(=CC=CC=3)C=2C2C3C(=CC=CC=3)C=CC=2P(C2C=CC=CC=2)C2C=CC=CC=2)C=CC=CC=1. (2) The reactants are Cl.[CH2:2]([O:4][C:5](=[O:8])[CH2:6][NH2:7])[CH3:3].[C:9]([NH:12][C:13]1[S:14][C:15]([S:18](Cl)(=[O:20])=[O:19])=[CH:16][N:17]=1)(=[O:11])[CH3:10].CCN(C(C)C)C(C)C.Cl. The catalyst is C(Cl)Cl.O. The product is [CH2:2]([O:4][C:5](=[O:8])[CH2:6][NH:7][S:18]([C:15]1[S:14][C:13]([NH:12][C:9](=[O:11])[CH3:10])=[N:17][CH:16]=1)(=[O:19])=[O:20])[CH3:3]. The yield is 0.640. (3) The reactants are C([O:4][CH2:5][C:6]1[C:7]([N:37]2[CH2:49][CH2:48][N:40]3[C:41]4[CH2:42][CH2:43][CH2:44][CH2:45][C:46]=4[CH:47]=[C:39]3[C:38]2=[O:50])=[N:8][CH:9]=[CH:10][C:11]=1[C:12]1[CH:17]=[C:16]([NH:18][C:19]2[CH:24]=[N:23][C:22]([N:25]3[CH2:30][CH2:29][N:28]([CH:31]4[CH2:34][O:33][CH2:32]4)[CH2:27][CH2:26]3)=[CH:21][N:20]=2)[C:15](=[O:35])[N:14]([CH3:36])[CH:13]=1)(=O)C.[OH-].[Li+]. The catalyst is C(O)(C)C.C1COCC1.O. The product is [OH:4][CH2:5][C:6]1[C:7]([N:37]2[CH2:49][CH2:48][N:40]3[C:41]4[CH2:42][CH2:43][CH2:44][CH2:45][C:46]=4[CH:47]=[C:39]3[C:38]2=[O:50])=[N:8][CH:9]=[CH:10][C:11]=1[C:12]1[CH:17]=[C:16]([NH:18][C:19]2[CH:24]=[N:23][C:22]([N:25]3[CH2:30][CH2:29][N:28]([CH:31]4[CH2:34][O:33][CH2:32]4)[CH2:27][CH2:26]3)=[CH:21][N:20]=2)[C:15](=[O:35])[N:14]([CH3:36])[CH:13]=1. The yield is 0.710. (4) The yield is 0.880. The product is [Br:9][C:10]1[CH:15]=[CH:14][C:13]([C:16](=[C:1]2[CH2:7][CH2:6][CH2:5][CH2:4][CH2:3][CH2:2]2)[C:18]2[CH:23]=[CH:22][C:21]([OH:24])=[CH:20][CH:19]=2)=[C:12]([F:25])[CH:11]=1. The catalyst is O1CCCC1.[Zn].Cl[Ti](Cl)(Cl)Cl. The reactants are [C:1]1(=O)[CH2:7][CH2:6][CH2:5][CH2:4][CH2:3][CH2:2]1.[Br:9][C:10]1[CH:15]=[CH:14][C:13]([C:16]([C:18]2[CH:23]=[CH:22][C:21]([OH:24])=[CH:20][CH:19]=2)=O)=[C:12]([F:25])[CH:11]=1.O.C([O-])([O-])=O.[K+].[K+]. (5) The reactants are [CH3:1][C:2]1[N:3]([C:8]2[CH:13]=[C:12]([CH3:14])[CH:11]=[C:10]([CH3:15])[N:9]=2)[C:4]([CH3:7])=[CH:5][CH:6]=1.[NH2:16][C:17]1N=C(C)C=[C:19](C)[CH:18]=1.CN(CCN(C)C)C.[Li]CCCC.BrCCCN1[Si](C)(C)CC[Si]1(C)C.[Cl-].[NH4+]. The catalyst is C(OCC)C.CCCCCC. The product is [CH3:7][C:4]1[N:3]([C:8]2[N:9]=[C:10]([CH2:15][CH2:19][CH2:18][CH2:17][NH2:16])[CH:11]=[C:12]([CH3:14])[CH:13]=2)[C:2]([CH3:1])=[CH:6][CH:5]=1. The yield is 0.620. (6) The reactants are [Cl:1][C:2]1[CH:7]=[CH:6][C:5]([C@H:8]([NH:11][S@@:12]([C:14]([CH3:17])([CH3:16])[CH3:15])=[O:13])[CH2:9][CH3:10])=[C:4]([F:18])[C:3]=1[OH:19].CC(C)([O-])C.[K+].Cl[C:27]1[S:28][C:29]2[CH:35]=[CH:34][C:33]([N+:36]([O-:38])=[O:37])=[CH:32][C:30]=2[N:31]=1. The catalyst is O1CCOCC1. The product is [Cl:1][C:2]1[CH:7]=[CH:6][C:5]([C@H:8]([NH:11][S@@:12]([C:14]([CH3:15])([CH3:17])[CH3:16])=[O:13])[CH2:9][CH3:10])=[C:4]([F:18])[C:3]=1[O:19][C:27]1[S:28][C:29]2[CH:35]=[CH:34][C:33]([N+:36]([O-:38])=[O:37])=[CH:32][C:30]=2[N:31]=1. The yield is 0.790. (7) The reactants are C(O)(C(F)(F)F)=O.[CH2:8]([O:50][CH:51]1[C@H:55]2[C@H:56](OC3CCCCO3)[N:57](C(OC(C)(C)C)=O)[C:58]3[CH:65]=[C:64]([O:66][CH3:67])[CH:63]=[CH:62][C:59]=3[C:60](=[O:61])[N:54]2[CH2:53][CH2:52]1)[CH2:9][CH2:10][CH2:11][CH2:12][CH2:13][CH2:14][CH2:15][CH2:16][CH2:17][O:18][CH:19]1[C@H:23]2[C@H:24](OC3CCCCO3)[N:25](C(OC(C)(C)C)=O)[C:26]3[CH:33]=[C:32]([O:34][CH3:35])[CH:31]=[CH:30][C:27]=3[C:28](=[O:29])[N:22]2[CH2:21][CH2:20]1.C([O-])(O)=O.[Na+]. The catalyst is CO.C(Cl)(Cl)Cl. The product is [CH2:17]([O:18][CH:19]1[C@@H:23]2[CH:24]=[N:25][C:26]3[CH:33]=[C:32]([O:34][CH3:35])[CH:31]=[CH:30][C:27]=3[C:28](=[O:29])[N:22]2[CH2:21][CH2:20]1)[CH2:16][CH2:15][CH2:14][CH2:13][CH2:12][CH2:11][CH2:10][CH2:9][CH2:8][O:50][CH:51]1[C@@H:55]2[CH:56]=[N:57][C:58]3[CH:65]=[C:64]([O:66][CH3:67])[CH:63]=[CH:62][C:59]=3[C:60](=[O:61])[N:54]2[CH2:53][CH2:52]1. The yield is 0.900. (8) The catalyst is N1C=CC=CC=1. The yield is 0.460. The reactants are [CH2:1]([O:8][C:9]1[CH:14]=[CH:13][N:12]2[N:15]=[C:16]([CH3:28])[C:17]([C:18]3[S:19][C:20]([C:24]([O:26][CH3:27])=[O:25])=[C:21]([OH:23])[N:22]=3)=[C:11]2[CH:10]=1)[C:2]1[CH:7]=[CH:6][CH:5]=[CH:4][CH:3]=1.[F:29][C:30]([F:43])([F:42])[S:31](O[S:31]([C:30]([F:43])([F:42])[F:29])(=[O:33])=[O:32])(=[O:33])=[O:32]. The product is [CH2:1]([O:8][C:9]1[CH:14]=[CH:13][N:12]2[N:15]=[C:16]([CH3:28])[C:17]([C:18]3[S:19][C:20]([C:24]([O:26][CH3:27])=[O:25])=[C:21]([O:23][S:31]([C:30]([F:43])([F:42])[F:29])(=[O:33])=[O:32])[N:22]=3)=[C:11]2[CH:10]=1)[C:2]1[CH:7]=[CH:6][CH:5]=[CH:4][CH:3]=1.